This data is from Reaction yield outcomes from USPTO patents with 853,638 reactions. The task is: Predict the reaction yield, written as a fraction of the theoretical maximum amount of product (1.0 means a 100% yield; for example, 0.34 means a 34% yield). (1) The catalyst is O1CCCC1.C1(C)C=CC=CC=1.C(OCC)(=O)C. The yield is 0.400. The reactants are [CH:1]1([C:7]2[CH:12]=[CH:11][C:10]([C:13]3[NH:17][CH:16]=[C:15]([C:18](OC)=[O:19])[CH:14]=3)=[CH:9][CH:8]=2)[CH2:6][CH2:5][CH2:4][CH2:3][CH2:2]1.[H-].C([Al+]CC(C)C)C(C)C.Cl. The product is [CH:1]1([C:7]2[CH:12]=[CH:11][C:10]([C:13]3[NH:17][CH:16]=[C:15]([CH2:18][OH:19])[CH:14]=3)=[CH:9][CH:8]=2)[CH2:2][CH2:3][CH2:4][CH2:5][CH2:6]1. (2) The reactants are [CH3:1][C:2]1[CH:10]=[CH:9][CH:8]=[C:7]2[C:3]=1[CH2:4][C:5](=[O:11])[NH:6]2.[I:12]N1C(=O)CCC1=O. The catalyst is C(O)(=O)C.O. The product is [I:12][C:10]1[C:2]([CH3:1])=[C:3]2[C:7](=[CH:8][CH:9]=1)[NH:6][C:5](=[O:11])[CH2:4]2. The yield is 0.880. (3) The reactants are [C:1](=[NH:24])([O:3][CH2:4][CH2:5][C:6]1[CH:11]=[CH:10][C:9]([O:12][C:13]2[CH:18]=[CH:17][CH:16]=[C:15]([C:19]([F:22])([F:21])[F:20])[N:14]=2)=[C:8]([F:23])[CH:7]=1)[NH2:2].[OH:25]/[CH:26]=[C:27](\[CH2:32][C:33]1[CH:34]=[N:35][C:36]([O:39][CH3:40])=[N:37][CH:38]=1)/[C:28](OC)=O.C([O-])([O-])=O.[K+].[K+]. The catalyst is CN1C(=O)CCC1. The product is [F:23][C:8]1[CH:7]=[C:6]([CH2:5][CH2:4][O:3][C:1]2[NH:2][CH:28]=[C:27]([CH2:32][C:33]3[CH:34]=[N:35][C:36]([O:39][CH3:40])=[N:37][CH:38]=3)[C:26](=[O:25])[N:24]=2)[CH:11]=[CH:10][C:9]=1[O:12][C:13]1[CH:18]=[CH:17][CH:16]=[C:15]([C:19]([F:22])([F:20])[F:21])[N:14]=1. The yield is 0.216. (4) The reactants are [Cl:1][C:2]1[CH:3]=[C:4]([C:11]([CH3:39])([CH3:38])[CH2:12][C:13]([OH:37])([C:33]([F:36])([F:35])[F:34])[CH2:14][C:15]#[C:16][C:17]2[C:22]([NH:23]C(=O)C(F)(F)F)=[CH:21][N:20]=[C:19]([CH:30]([CH3:32])[CH3:31])[N:18]=2)[C:5]2[O:9][CH2:8][CH2:7][C:6]=2[CH:10]=1.CN(C)C(=N)N(C)C. The catalyst is O1CCOCC1. The product is [Cl:1][C:2]1[CH:3]=[C:4]([C:11]([CH3:38])([CH3:39])[CH2:12][C:13]([CH2:14][C:15]2[NH:23][C:22]3[CH:21]=[N:20][C:19]([CH:30]([CH3:32])[CH3:31])=[N:18][C:17]=3[CH:16]=2)([OH:37])[C:33]([F:36])([F:35])[F:34])[C:5]2[O:9][CH2:8][CH2:7][C:6]=2[CH:10]=1. The yield is 0.520. (5) The reactants are [C:1]([OH:9])(=[O:8])[C:2]1[CH:7]=[CH:6][CH:5]=[CH:4][CH:3]=1.C(N(C(C)C)CC)(C)C.ClC1C=C(Cl)C=C(Cl)C=1C(Cl)=O.O[C@@H:32]1[CH2:37][C@@H:36]([CH2:38][CH2:39][CH2:40][CH:41]=[CH2:42])[O:35][C@:34]([C@@H:45]2[CH2:49][S:48][C:47](=[O:50])[N:46]2[CH2:51][C:52]2[CH:57]=[CH:56][C:55]([O:58][CH3:59])=[CH:54][CH:53]=2)([O:43][CH3:44])[CH2:33]1. The catalyst is C1(C)C=CC=CC=1.CN(C1C=CN=CC=1)C.CCOCC. The product is [C:1]([O:9][C@@H:32]1[CH2:37][C@@H:36]([CH2:38][CH2:39][CH2:40][CH:41]=[CH2:42])[O:35][C@@:34]([O:43][CH3:44])([C@@H:45]2[CH2:49][S:48][C:47](=[O:50])[N:46]2[CH2:51][C:52]2[CH:53]=[CH:54][C:55]([O:58][CH3:59])=[CH:56][CH:57]=2)[CH2:33]1)(=[O:8])[C:2]1[CH:7]=[CH:6][CH:5]=[CH:4][CH:3]=1. The yield is 0.810. (6) The reactants are C1([NH:7][C:8]([C:10]2[C:11](=[O:30])[N:12]([CH2:22][C:23]3[CH:28]=[CH:27][C:26]([F:29])=[CH:25][CH:24]=3)[C:13]3[C:18]([C:19]=2O)=[CH:17][C:16]([F:21])=[CH:15][CH:14]=3)=O)CCCCC1.P(Cl)(Cl)([Cl:33])=O. No catalyst specified. The product is [Cl:33][C:19]1[C:18]2[C:13](=[CH:14][CH:15]=[C:16]([F:21])[CH:17]=2)[N:12]([CH2:22][C:23]2[CH:28]=[CH:27][C:26]([F:29])=[CH:25][CH:24]=2)[C:11](=[O:30])[C:10]=1[C:8]#[N:7]. The yield is 0.500. (7) The reactants are [NH2:1][C@H:2]([C:6]([OH:8])=[O:7])[CH:3]([CH3:5])[CH3:4].[OH-].[Na+].C(=O)([O-])[O-].[Na+].[Na+].Cl[C:18]([O:20][CH3:21])=[O:19]. No catalyst specified. The product is [CH3:21][O:20][C:18]([NH:1][C@@H:2]([CH:3]([CH3:5])[CH3:4])[C:6]([OH:8])=[O:7])=[O:19]. The yield is 0.670. (8) The reactants are [NH2:1][C:2]1[CH:7]=[CH:6][N:5]=[C:4]([C:8]([OH:11])([CH3:10])[CH3:9])[N:3]=1.Br[C:13]1[C:14](=[O:21])[N:15]([CH3:20])[CH:16]=[C:17]([Br:19])[CH:18]=1.CC1(C)C2C(=C(P(C3C=CC=CC=3)C3C=CC=CC=3)C=CC=2)OC2C(P(C3C=CC=CC=3)C3C=CC=CC=3)=CC=CC1=2.C([O-])([O-])=O.[Cs+].[Cs+]. The catalyst is C1C=CC(/C=C/C(/C=C/C2C=CC=CC=2)=O)=CC=1.C1C=CC(/C=C/C(/C=C/C2C=CC=CC=2)=O)=CC=1.C1C=CC(/C=C/C(/C=C/C2C=CC=CC=2)=O)=CC=1.[Pd].[Pd].O1CCOCC1. The product is [Br:19][C:17]1[CH:18]=[C:13]([NH:1][C:2]2[CH:7]=[CH:6][N:5]=[C:4]([C:8]([OH:11])([CH3:9])[CH3:10])[N:3]=2)[C:14](=[O:21])[N:15]([CH3:20])[CH:16]=1. The yield is 0.300.